Dataset: Full USPTO retrosynthesis dataset with 1.9M reactions from patents (1976-2016). Task: Predict the reactants needed to synthesize the given product. Given the product [CH3:11][C:10]1[C:6]2[NH:7][CH:8]=[N:9][C:5]=2[CH:4]=[CH:3][C:2]=1[C:23]#[N:24], predict the reactants needed to synthesize it. The reactants are: Br[C:2]1[CH:3]=[CH:4][C:5]2[N:9]=[CH:8][NH:7][C:6]=2[C:10]=1[CH3:11].C([O-])(O)=O.[Na+].CCOC(C)=O.[CH3:23][N:24](C=O)C.